Predict the product of the given reaction. From a dataset of Forward reaction prediction with 1.9M reactions from USPTO patents (1976-2016). (1) Given the reactants [F:1][C:2]([F:16])([C:6]1[CH:11]=[CH:10][CH:9]=[CH:8][C:7]=1[O:12]COC)[C:3]([OH:5])=O.P(Cl)(Cl)(Cl)=O.Cl.[NH2:23][CH2:24][C:25]1[CH:26]=[C:27]2[C:31](=[CH:32][CH:33]=1)[C:30](=[O:34])[N:29]([CH:35]1[CH2:40][CH2:39][C:38](=[O:41])[NH:37][C:36]1=[O:42])[CH2:28]2.C(=O)(O)[O-].[Na+], predict the reaction product. The product is: [O:42]=[C:36]1[CH:35]([N:29]2[CH2:28][C:27]3[C:31](=[CH:32][CH:33]=[C:25]([CH2:24][NH:23][C:3](=[O:5])[C:2]([F:1])([F:16])[C:6]4[CH:11]=[CH:10][CH:9]=[CH:8][C:7]=4[OH:12])[CH:26]=3)[C:30]2=[O:34])[CH2:40][CH2:39][C:38](=[O:41])[NH:37]1. (2) Given the reactants [CH2:1]([N:8]1[CH2:12][C@@H:11]([CH2:13][C:14]([F:17])([F:16])[F:15])[C@H:10]([C:18]([O:20][CH2:21][CH3:22])=[O:19])[CH2:9]1)C1C=CC=CC=1.[CH3:35][C:34]([O:33][C:31](O[C:31]([O:33][C:34]([CH3:37])([CH3:36])[CH3:35])=[O:32])=[O:32])([CH3:37])[CH3:36], predict the reaction product. The product is: [C:34]([O:33][C:31](=[O:32])[CH2:1][N:8]1[CH2:12][C@@H:11]([CH2:13][C:14]([F:15])([F:16])[F:17])[C@H:10]([C:18]([O:20][CH2:21][CH3:22])=[O:19])[CH2:9]1)([CH3:35])([CH3:36])[CH3:37]. (3) Given the reactants ClC1C=C(C=CC=1Cl)O[CH:6]1[CH2:11][CH2:10][N:9]([S:12]([C:15]2[C:16]([CH3:22])=[N:17][N:18](C)[C:19]=2[CH3:20])(=[O:14])=[O:13])[CH2:8][CH2:7]1.ClC1C=C(C=CC=1Cl)NCC1CCN(S(C2C(C)=NN(C)C=2C)(=O)=O)CC1.Cl.[Cl:55][C:56]1[CH:61]=[CH:60][C:59]([CH:62](C2CCNCC2)[C:63]#[N:64])=[C:58]([F:71])[CH:57]=1, predict the reaction product. The product is: [Cl:55][C:56]1[CH:61]=[CH:60][C:59]([CH:62]([CH:6]2[CH2:7][CH2:8][N:9]([S:12]([C:15]3[C:19]([CH3:20])=[N:18][NH:17][C:16]=3[CH3:22])(=[O:13])=[O:14])[CH2:10][CH2:11]2)[C:63]#[N:64])=[C:58]([F:71])[CH:57]=1. (4) Given the reactants [CH2:1]([O:8][C:9]([N:11]1[CH2:16][CH2:15][C:14]([C:18]([C:21]([O:23][CH2:24][CH3:25])=[O:22])([CH3:20])[CH3:19])(O)[CH2:13][CH2:12]1)=[O:10])[C:2]1[CH:7]=[CH:6][CH:5]=[CH:4][CH:3]=1.[OH-].COC(NS([N+](CC)(CC)CC)(=O)=O)=O, predict the reaction product. The product is: [CH2:1]([O:8][C:9]([N:11]1[CH2:12][CH:13]=[C:14]([C:18]([C:21]([O:23][CH2:24][CH3:25])=[O:22])([CH3:20])[CH3:19])[CH2:15][CH2:16]1)=[O:10])[C:2]1[CH:3]=[CH:4][CH:5]=[CH:6][CH:7]=1.